From a dataset of Forward reaction prediction with 1.9M reactions from USPTO patents (1976-2016). Predict the product of the given reaction. (1) Given the reactants [Br:1][C:2]1[CH:3]=[C:4]([C:7]([OH:9])=O)[S:5][CH:6]=1.C(Cl)(=O)C([Cl:13])=O, predict the reaction product. The product is: [Br:1][C:2]1[CH:3]=[C:4]([C:7]([Cl:13])=[O:9])[S:5][CH:6]=1. (2) The product is: [NH2:1][C:2]1[C:11]2[C:6](=[CH:7][CH:8]=[CH:9][C:10]=2[O:12][CH2:13][C@@H:14]([NH:17][C:33](=[O:34])[C:32]2[CH:36]=[CH:37][C:29]([O:28][CH2:27][CH2:26][CH2:25][OH:24])=[C:30]([O:38][CH3:39])[CH:31]=2)[CH2:15][CH3:16])[N:5]=[C:4]([CH3:18])[C:3]=1[C:19]([O:21][CH2:22][CH3:23])=[O:20]. Given the reactants [NH2:1][C:2]1[C:11]2[C:6](=[CH:7][CH:8]=[CH:9][C:10]=2[O:12][CH2:13][C@@H:14]([NH2:17])[CH2:15][CH3:16])[N:5]=[C:4]([CH3:18])[C:3]=1[C:19]([O:21][CH2:22][CH3:23])=[O:20].[OH:24][CH2:25][CH2:26][CH2:27][O:28][C:29]1[CH:37]=[CH:36][C:32]([C:33](O)=[O:34])=[CH:31][C:30]=1[O:38][CH3:39], predict the reaction product. (3) The product is: [F:55][C:2]([F:1])([F:54])[C:3]1[CH:4]=[C:5]([CH:51]=[CH:52][CH:53]=1)[CH2:6][NH:7][C:8]([C:10]1[CH:15]=[CH:14][N:13]=[C:12]([C:16]2[CH:21]=[C:20]([N:22]([CH2:27][CH2:28][O:29][CH3:30])[CH2:23][CH2:24][O:25][CH3:26])[CH:19]=[CH:18][C:17]=2[NH:31][C:32]([C:34]2[CH:35]=[C:36]([CH:48]=[CH:49][CH:50]=2)[CH2:37][S:38][CH2:39][CH2:40][C:41]([OH:43])=[O:42])=[O:33])[CH:11]=1)=[O:9]. Given the reactants [F:1][C:2]([F:55])([F:54])[C:3]1[CH:4]=[C:5]([CH:51]=[CH:52][CH:53]=1)[CH2:6][NH:7][C:8]([C:10]1[CH:15]=[CH:14][N:13]=[C:12]([C:16]2[CH:21]=[C:20]([N:22]([CH2:27][CH2:28][O:29][CH3:30])[CH2:23][CH2:24][O:25][CH3:26])[CH:19]=[CH:18][C:17]=2[NH:31][C:32]([C:34]2[CH:35]=[C:36]([CH:48]=[CH:49][CH:50]=2)[CH2:37][S:38][CH2:39][CH2:40][C:41]([O:43]C(C)(C)C)=[O:42])=[O:33])[CH:11]=1)=[O:9].FC(F)(F)C(O)=O, predict the reaction product. (4) Given the reactants ClC1[CH:7]=[CH:6][C:5]([N:8]2[C:16]([C:17]([NH:19][CH3:20])=[O:18])=[C:15]3[C:10]([CH:11]=[C:12]([N:24]([S:30]([CH3:33])(=[O:32])=[O:31])[CH2:25][CH2:26]CC=C)[C:13]([CH:21]4[CH2:23][CH2:22]4)=[CH:14]3)=[N:9]2)=CC=1.[O:34]1[CH2:37][CH:36](CCO)[CH2:35]1.[C:41]1(P(C2C=CC=CC=2)C2C=CC=CC=2)[CH:46]=CC=C[CH:42]=1.CC(OC(/[N:66]=N/C(OC(C)C)=O)=O)C, predict the reaction product. The product is: [CH:21]1([C:13]2[C:12]([N:24]([S:30]([CH3:33])(=[O:32])=[O:31])[CH2:25][CH2:26][CH:36]3[CH2:35][O:34][CH2:37]3)=[CH:11][C:10]3[C:15](=[C:16]([C:17]([NH:19][CH3:20])=[O:18])[N:8]([C:5]4[CH:6]=[CH:7][C:41]([CH3:46])=[CH:42][N:66]=4)[N:9]=3)[CH:14]=2)[CH2:23][CH2:22]1. (5) Given the reactants C(O[C:6](=[O:28])[NH:7][C@@H:8]([CH2:21][C:22]1[CH:27]=[CH:26][CH:25]=[CH:24][CH:23]=1)/[CH:9]=[CH:10]\[C:11](=[O:20])[NH:12][CH2:13][CH2:14][N:15]1[CH2:19][CH2:18][CH2:17][CH2:16]1)(C)(C)C.COC(=O)/C=C\[C@@H](NC(OC(C)(C)C)=O)C[C:36]1[CH:41]=[CH:40][CH:39]=[CH:38][CH:37]=1.NCC[N:54]1[CH2:58][CH2:57][CH2:56][CH2:55]1.C[Al](C)C.[C:63]1(C)C=CC=C[CH:64]=1, predict the reaction product. The product is: [N:15]1([CH2:14][CH2:13][NH:12][C:11](=[O:20])/[CH:10]=[CH:9]\[C@@H:8]([NH:7][C:6]([NH:54][C:58]2[CH:57]=[CH:56][C:55]([C:36]3[CH:41]=[CH:40][CH:39]=[CH:38][CH:37]=3)=[CH:64][CH:63]=2)=[O:28])[CH2:21][C:22]2[CH:23]=[CH:24][CH:25]=[CH:26][CH:27]=2)[CH2:16][CH2:17][CH2:18][CH2:19]1. (6) Given the reactants [Br:1][C:2]1[CH:3]=[C:4]([C:8]2[N:9]([CH2:25][C:26]3[CH:31]=[CH:30][CH:29]=[CH:28][CH:27]=3)[C:10](=[O:24])[C:11]([C:15]([NH:17][CH2:18][C:19]([O:21]CC)=[O:20])=[O:16])=[C:12]([OH:14])[N:13]=2)[CH:5]=[CH:6][CH:7]=1.BrC1C=C(C2N(CC3C=CC=CC=3)C(=O)C=C(O)N=2)C=CC=1.N(CC(OCC)=O)=C=O.C(N(CC)C(C)C)(C)C.Cl, predict the reaction product. The product is: [Br:1][C:2]1[CH:3]=[C:4]([C:8]2[N:9]([CH2:25][C:26]3[CH:31]=[CH:30][CH:29]=[CH:28][CH:27]=3)[C:10](=[O:24])[C:11]([C:15]([NH:17][CH2:18][C:19]([OH:21])=[O:20])=[O:16])=[C:12]([OH:14])[N:13]=2)[CH:5]=[CH:6][CH:7]=1. (7) Given the reactants [CH2:1]1[O:12][CH:4]([C:5]2[S:9][C:8](Cl)=[N:7][C:6]=2[Cl:11])[O:3][CH2:2]1.[C:13](=[O:15])=[O:14].CC(C)=O.C([Li:24])CCC.C(=O)=O, predict the reaction product. The product is: [Cl:11][C:6]1[N:7]=[C:8]([C:13]([O-:15])=[O:14])[S:9][C:5]=1[CH:4]1[O:12][CH2:1][CH2:2][O:3]1.[Li+:24].